Dataset: Catalyst prediction with 721,799 reactions and 888 catalyst types from USPTO. Task: Predict which catalyst facilitates the given reaction. (1) Reactant: Cl.[Cl:2][C:3]1[CH:4]=[C:5]2[C:9](=[CH:10][CH:11]=1)[NH:8][CH:7]=[C:6]2[CH2:12][CH2:13][NH2:14].[C:15]1([C:21]2[O:25][N:24]=[C:23]([C:26](Cl)=[O:27])[CH:22]=2)[CH:20]=[CH:19][CH:18]=[CH:17][CH:16]=1.C(N(CC)CC)C.C(OCC)(=O)C. Product: [Cl:2][C:3]1[CH:4]=[C:5]2[C:9](=[CH:10][CH:11]=1)[NH:8][CH:7]=[C:6]2[CH2:12][CH2:13][NH:14][C:26]([C:23]1[CH:22]=[C:21]([C:15]2[CH:16]=[CH:17][CH:18]=[CH:19][CH:20]=2)[O:25][N:24]=1)=[O:27]. The catalyst class is: 4. (2) Reactant: [CH2:1]([N:3]([CH2:20][CH3:21])[CH2:4][CH2:5][N:6]1[CH2:12][CH2:11][CH2:10][C:9]2[NH:13][C:14]([CH:17]=O)=[C:15]([CH3:16])[C:8]=2[C:7]1=[O:19])[CH3:2].[F:22][C:23]1[CH:24]=[C:25]2[C:29](=[CH:30][CH:31]=1)[NH:28][C:27](=[O:32])[CH2:26]2.N1CCCCC1. Product: [CH2:1]([N:3]([CH2:20][CH3:21])[CH2:4][CH2:5][N:6]1[CH2:12][CH2:11][CH2:10][CH:9]2[NH:13][C:14]([CH:17]=[C:26]3[C:25]4[C:29](=[CH:30][CH:31]=[C:23]([F:22])[CH:24]=4)[NH:28][C:27]3=[O:32])=[C:15]([CH3:16])[CH:8]2[C:7]1=[O:19])[CH3:2]. The catalyst class is: 8. (3) Reactant: [C:1]([NH:4][C:5]1[CH:13]=[CH:12][CH:11]=[C:10]2[C:6]=1[CH:7]=[C:8]([CH3:20])[N:9]2[CH2:14][C:15]([O:17]CC)=[O:16])(=[O:3])[CH3:2].[OH-].[Na+].Cl. Product: [C:1]([NH:4][C:5]1[CH:13]=[CH:12][CH:11]=[C:10]2[C:6]=1[CH:7]=[C:8]([CH3:20])[N:9]2[CH2:14][C:15]([OH:17])=[O:16])(=[O:3])[CH3:2]. The catalyst class is: 8. (4) Reactant: [Br:1][C:2]1[C:3]([CH2:9][NH:10][CH2:11][C:12]2[CH:17]=[CH:16][C:15]([O:18][CH3:19])=[CH:14][CH:13]=2)=[N:4][C:5]([F:8])=[CH:6][CH:7]=1.C(N(CC)C(C)C)(C)C.[C:29]1([N:35]=[C:36]=[O:37])[CH:34]=[CH:33][CH:32]=[CH:31][CH:30]=1. Product: [Br:1][C:2]1[C:3]([CH2:9][N:10]([CH2:11][C:12]2[CH:17]=[CH:16][C:15]([O:18][CH3:19])=[CH:14][CH:13]=2)[C:36]([NH:35][C:29]2[CH:34]=[CH:33][CH:32]=[CH:31][CH:30]=2)=[O:37])=[N:4][C:5]([F:8])=[CH:6][CH:7]=1. The catalyst class is: 4. (5) Reactant: C(=O)([O-])[O-].[K+].[K+].[CH2:7](Br)[CH:8]=[CH2:9].[OH:11][C:12]1[CH:17]=[CH:16][C:15]([C@H:18]2[C@H:23]([O:24][Si:25]([CH:32]([CH3:34])[CH3:33])([CH:29]([CH3:31])[CH3:30])[CH:26]([CH3:28])[CH3:27])[CH2:22][N:21]([C:35]([O:37][CH2:38][C:39]3[CH:44]=[CH:43][CH:42]=[CH:41][CH:40]=3)=[O:36])[CH2:20][C@@H:19]2[O:45][CH2:46][C:47]2[CH:48]=[CH:49][C:50]3[O:55][CH2:54][CH2:53][N:52]([CH2:56][CH2:57][CH2:58][O:59][CH3:60])[C:51]=3[CH:61]=2)=[CH:14][CH:13]=1.C(=O)(O)[O-].[Na+]. Product: [CH2:7]([O:11][C:12]1[CH:13]=[CH:14][C:15]([C@H:18]2[C@H:23]([O:24][Si:25]([CH:29]([CH3:31])[CH3:30])([CH:26]([CH3:28])[CH3:27])[CH:32]([CH3:34])[CH3:33])[CH2:22][N:21]([C:35]([O:37][CH2:38][C:39]3[CH:44]=[CH:43][CH:42]=[CH:41][CH:40]=3)=[O:36])[CH2:20][C@@H:19]2[O:45][CH2:46][C:47]2[CH:48]=[CH:49][C:50]3[O:55][CH2:54][CH2:53][N:52]([CH2:56][CH2:57][CH2:58][O:59][CH3:60])[C:51]=3[CH:61]=2)=[CH:16][CH:17]=1)[CH:8]=[CH2:9]. The catalyst class is: 9.